This data is from Catalyst prediction with 721,799 reactions and 888 catalyst types from USPTO. The task is: Predict which catalyst facilitates the given reaction. (1) Product: [CH:10]([NH:13][C:2]1[CH:7]=[C:6]([CH2:8][OH:9])[CH:5]=[CH:4][N:3]=1)([CH3:12])[CH3:11]. The catalyst class is: 258. Reactant: Br[C:2]1[CH:7]=[C:6]([CH2:8][OH:9])[CH:5]=[CH:4][N:3]=1.[CH:10]([NH2:13])([CH3:12])[CH3:11]. (2) Reactant: [C:1]([Si:5]([CH3:34])([CH3:33])[O:6][C@H:7]1[CH2:12][CH2:11][C@H:10]([N:13]2[C:18]3=[N:19][C:20](Cl)=[N:21][CH:22]=[C:17]3[CH2:16][N:15]([C:24]3[CH:29]=[CH:28][C:27]([O:30][CH3:31])=[CH:26][CH:25]=3)[C:14]2=[O:32])[CH2:9][CH2:8]1)([CH3:4])([CH3:3])[CH3:2].[CH3:35][O:36][C:37]1[CH:42]=[CH:41][C:40]([NH2:43])=[CH:39][CH:38]=1. Product: [C:1]([Si:5]([CH3:34])([CH3:33])[O:6][C@H:7]1[CH2:12][CH2:11][C@H:10]([N:13]2[C:18]3=[N:19][C:20]([NH:43][C:40]4[CH:41]=[CH:42][C:37]([O:36][CH3:35])=[CH:38][CH:39]=4)=[N:21][CH:22]=[C:17]3[CH2:16][N:15]([C:24]3[CH:29]=[CH:28][C:27]([O:30][CH3:31])=[CH:26][CH:25]=3)[C:14]2=[O:32])[CH2:9][CH2:8]1)([CH3:4])([CH3:3])[CH3:2]. The catalyst class is: 41.